Dataset: Reaction yield outcomes from USPTO patents with 853,638 reactions. Task: Predict the reaction yield, written as a fraction of the theoretical maximum amount of product (1.0 means a 100% yield; for example, 0.34 means a 34% yield). (1) The reactants are [F:1][C:2]1[C:9]([F:10])=[C:8]([C:11]([F:14])([F:13])[F:12])[CH:7]=[CH:6][C:3]=1[CH:4]=O.[C:15]([NH:18][NH2:19])([NH2:17])=[NH:16].[ClH:20]. No catalyst specified. The product is [ClH:20].[F:1][C:2]1[C:9]([F:10])=[C:8]([C:11]([F:14])([F:13])[F:12])[CH:7]=[CH:6][C:3]=1[CH:4]=[N:19][NH:18][C:15]([NH2:17])=[NH:16]. The yield is 0.900. (2) The reactants are [N+:1]1([O-])[CH:6]=[CH:5][CH:4]=[C:3]2[CH2:7][CH2:8][CH2:9][C:2]=12.P(Cl)(Cl)([Cl:13])=O. No catalyst specified. The product is [Cl:13][C:4]1[CH:5]=[CH:6][N:1]=[C:2]2[CH2:9][CH2:8][CH2:7][C:3]=12. The yield is 0.930.